From a dataset of Forward reaction prediction with 1.9M reactions from USPTO patents (1976-2016). Predict the product of the given reaction. (1) Given the reactants [C:1]([C:3]1[S:4][C:5]2[C:11]([C:12]#[N:13])=[C:10](/[N:14]=[CH:15]/[N:16](C)C)[CH:9]=[CH:8][C:6]=2[N:7]=1)#[N:2].[Cl:19][C:20]1[CH:21]=[C:22]([CH:24]=[CH:25][C:26]=1[Cl:27])N.[K+].[Br-], predict the reaction product. The product is: [Cl:19][C:20]1[CH:21]=[C:22]([NH:13][C:12]2[C:11]3[C:10](=[CH:9][CH:8]=[C:6]4[N:7]=[C:3]([C:1]#[N:2])[S:4][C:5]4=3)[N:14]=[CH:15][N:16]=2)[CH:24]=[CH:25][C:26]=1[Cl:27]. (2) The product is: [C:1]([O:5][C:6](=[O:7])[NH:8][CH:9]([C:13]1[CH:18]=[CH:17][C:16]([Cl:19])=[C:15]([F:20])[CH:14]=1)[C:10](=[O:12])[N:32]([O:33][CH3:34])[CH3:31])([CH3:2])([CH3:3])[CH3:4]. Given the reactants [C:1]([O:5][C:6]([NH:8][CH:9]([C:13]1[CH:18]=[CH:17][C:16]([Cl:19])=[C:15]([F:20])[CH:14]=1)[C:10]([OH:12])=O)=[O:7])([CH3:4])([CH3:3])[CH3:2].C(N(C(C)C)C(C)C)C.Cl.[CH3:31][NH:32][O:33][CH3:34].[B-](F)(F)(F)F.CN(C(ON1N=NC2C1=CC=CC=2)=[N+](C)C)C, predict the reaction product.